From a dataset of Peptide-MHC class II binding affinity with 134,281 pairs from IEDB. Regression. Given a peptide amino acid sequence and an MHC pseudo amino acid sequence, predict their binding affinity value. This is MHC class II binding data. The peptide sequence is GPAPADVQYDLYLNV. The MHC is HLA-DPA10103-DPB10401 with pseudo-sequence HLA-DPA10103-DPB10401. The binding affinity (normalized) is 0.749.